This data is from Forward reaction prediction with 1.9M reactions from USPTO patents (1976-2016). The task is: Predict the product of the given reaction. (1) The product is: [C:22]1([C:21]2[NH:29][C:17](=[O:18])[C:15]([NH:16][C:12](=[O:13])[CH2:5][C:6]3[CH:7]=[CH:8][CH:9]=[CH:10][CH:11]=3)=[CH:14][N:28]=2)[CH:27]=[CH:26][CH:25]=[CH:24][CH:23]=1. Given the reactants C(#N)C.[Na].[CH2:5]([C:12]1[O:13][C:14](=O)[C:15](=[CH:17][OH:18])[N:16]=1)[C:6]1[CH:11]=[CH:10][CH:9]=[CH:8][CH:7]=1.Cl.[C:21]([NH2:29])(=[NH:28])[C:22]1[CH:27]=[CH:26][CH:25]=[CH:24][CH:23]=1, predict the reaction product. (2) The product is: [Cl:20][C:17]1[CH:18]=[CH:19][C:14]([O:13][C:3]2[C:2]([C:31]3[C:26]([O:25][CH3:24])=[N:27][CH:28]=[CH:29][CH:30]=3)=[CH:11][C:6]([C:7]([O:9][CH3:10])=[O:8])=[C:5]([F:12])[CH:4]=2)=[C:15]([O:21][CH3:22])[CH:16]=1. Given the reactants Br[C:2]1[C:3]([O:13][C:14]2[CH:19]=[CH:18][C:17]([Cl:20])=[CH:16][C:15]=2[O:21][CH3:22])=[CH:4][C:5]([F:12])=[C:6]([CH:11]=1)[C:7]([O:9][CH3:10])=[O:8].O.[CH3:24][O:25][C:26]1[C:31](B(O)O)=[CH:30][CH:29]=[CH:28][N:27]=1, predict the reaction product.